Dataset: CYP2C9 inhibition data for predicting drug metabolism from PubChem BioAssay. Task: Regression/Classification. Given a drug SMILES string, predict its absorption, distribution, metabolism, or excretion properties. Task type varies by dataset: regression for continuous measurements (e.g., permeability, clearance, half-life) or binary classification for categorical outcomes (e.g., BBB penetration, CYP inhibition). Dataset: cyp2c9_veith. (1) The compound is NC(=O)c1ccc(C2SCC(=O)N2Cc2ccccc2)cc1. The result is 1 (inhibitor). (2) The molecule is CCCC(=O)Nc1c(-c2cccs2)c(=O)c2ccccc2n1CC. The result is 0 (non-inhibitor).